The task is: Regression. Given two drug SMILES strings and cell line genomic features, predict the synergy score measuring deviation from expected non-interaction effect.. This data is from NCI-60 drug combinations with 297,098 pairs across 59 cell lines. (1) Drug 1: CC(C1=C(C=CC(=C1Cl)F)Cl)OC2=C(N=CC(=C2)C3=CN(N=C3)C4CCNCC4)N. Drug 2: CC1=CC2C(CCC3(C2CCC3(C(=O)C)OC(=O)C)C)C4(C1=CC(=O)CC4)C. Cell line: UACC-257. Synergy scores: CSS=-7.73, Synergy_ZIP=1.26, Synergy_Bliss=-5.87, Synergy_Loewe=-9.48, Synergy_HSA=-8.58. (2) Cell line: HCT-15. Synergy scores: CSS=7.31, Synergy_ZIP=7.98, Synergy_Bliss=10.9, Synergy_Loewe=3.32, Synergy_HSA=2.07. Drug 1: CCCCCOC(=O)NC1=NC(=O)N(C=C1F)C2C(C(C(O2)C)O)O. Drug 2: C(CCl)NC(=O)N(CCCl)N=O.